Dataset: Forward reaction prediction with 1.9M reactions from USPTO patents (1976-2016). Task: Predict the product of the given reaction. Given the reactants [Br:1][C:2]1[CH:18]=[CH:17][CH:16]=[CH:15][C:3]=1[CH2:4][O:5][C:6]1[CH:13]=[CH:12][C:11]([Cl:14])=[CH:10][C:7]=1[C:8]#[N:9].CSC, predict the reaction product. The product is: [Br:1][C:2]1[CH:18]=[CH:17][CH:16]=[CH:15][C:3]=1[CH2:4][O:5][C:6]1[CH:13]=[CH:12][C:11]([Cl:14])=[CH:10][C:7]=1[CH2:8][NH2:9].